From a dataset of Catalyst prediction with 721,799 reactions and 888 catalyst types from USPTO. Predict which catalyst facilitates the given reaction. Reactant: COC([C:5]1[CH:10]=[CH:9][C:8]([N:11]2[C:15](=[O:16])[C:14]3([CH2:21][CH2:20][N:19]([C:22]([O:24][CH2:25][C:26]4[CH:31]=[CH:30][CH:29]=[CH:28][CH:27]=4)=[O:23])[CH2:18][CH2:17]3)[N:13]([C:32]3[CH:37]=[CH:36][CH:35]=[CH:34][CH:33]=3)[CH2:12]2)=[CH:7][CH:6]=1)=O.[OH-:38].[Li+].[CH3:40][OH:41]. Product: [CH2:25]([O:24][C:22]([N:19]1[CH2:18][CH2:17][C:14]2([N:13]([C:32]3[CH:33]=[CH:34][CH:35]=[CH:36][CH:37]=3)[CH2:12][N:11]([C:8]3[CH:7]=[CH:6][CH:5]=[CH:10][C:9]=3[C:40]([OH:41])=[O:38])[C:15]2=[O:16])[CH2:21][CH2:20]1)=[O:23])[C:26]1[CH:27]=[CH:28][CH:29]=[CH:30][CH:31]=1. The catalyst class is: 6.